This data is from Forward reaction prediction with 1.9M reactions from USPTO patents (1976-2016). The task is: Predict the product of the given reaction. (1) The product is: [Br:28][C:25]1[CH:24]=[CH:23][N:22]=[C:21]([C:20]2[CH2:10][CH2:11][C:12]3([CH2:16][CH2:15][N:14]([CH3:17])[C:13]3=[O:18])[N:19]=2)[C:26]=1[CH3:27]. Given the reactants C1(S([CH:10]2[CH:20]([C:21]3[C:26]([CH3:27])=[C:25]([Br:28])[CH:24]=[CH:23][N:22]=3)[NH:19][C:12]3([CH2:16][CH2:15][N:14]([CH3:17])[C:13]3=[O:18])[CH2:11]2)(=O)=O)C=CC=CC=1.CC(C)([O-])C.[K+].C(O)(=O)C, predict the reaction product. (2) Given the reactants [F:1][C:2]([F:24])([F:23])[O:3][C:4]1[CH:9]=[CH:8][C:7]([N:10]2[CH:14]=[N:13][C:12]([C:15]3[CH:20]=[CH:19][C:18]([CH2:21][NH2:22])=[CH:17][CH:16]=3)=[N:11]2)=[CH:6][CH:5]=1.[CH:25]([C:28]1[CH:33]=[CH:32][CH:31]=[CH:30][C:29]=1[N:34]=[C:35]=[S:36])([CH3:27])[CH3:26], predict the reaction product. The product is: [CH:25]([C:28]1[CH:33]=[CH:32][CH:31]=[CH:30][C:29]=1[NH:34][C:35]([NH:22][CH2:21][C:18]1[CH:19]=[CH:20][C:15]([C:12]2[N:13]=[CH:14][N:10]([C:7]3[CH:6]=[CH:5][C:4]([O:3][C:2]([F:1])([F:23])[F:24])=[CH:9][CH:8]=3)[N:11]=2)=[CH:16][CH:17]=1)=[S:36])([CH3:27])[CH3:26]. (3) Given the reactants [CH3:1][NH:2][C:3]1[C:8]([CH:9]=O)=[CH:7][N:6]=[C:5]([S:11][CH3:12])[N:4]=1.C(O)(=O)C.[NH2:17][C:18]1[CH:23]=[CH:22][CH:21]=[CH:20][CH:19]=1, predict the reaction product. The product is: [CH3:1][NH:2][C:3]1[C:8]([CH2:9][NH:17][C:18]2[CH:23]=[CH:22][CH:21]=[CH:20][CH:19]=2)=[CH:7][N:6]=[C:5]([S:11][CH3:12])[N:4]=1. (4) Given the reactants [Cl:1][C:2]1[C:11]2[C:6](=[CH:7][CH:8]=[CH:9][CH:10]=2)[N:5]=[C:4]([N:12]2[CH2:18][CH2:17][CH2:16][C:15]3[CH:19]=[CH:20][C:21]([OH:23])=[CH:22][C:14]=3[CH2:13]2)[CH:3]=1.[H-].[Na+].Br[CH2:27][CH3:28], predict the reaction product. The product is: [Cl:1][C:2]1[C:11]2[C:6](=[CH:7][CH:8]=[CH:9][CH:10]=2)[N:5]=[C:4]([N:12]2[CH2:18][CH2:17][CH2:16][C:15]3[CH:19]=[CH:20][C:21]([O:23][CH2:27][CH3:28])=[CH:22][C:14]=3[CH2:13]2)[CH:3]=1. (5) Given the reactants [NH2:1][C:2]1[N:3]=[CH:4][C:5]([C:18]2[CH:26]=[CH:25][C:21]([C:22](O)=[O:23])=[CH:20][CH:19]=2)=[N:6][C:7]=1[NH:8][CH2:9][C:10]1[C:15]([Cl:16])=[CH:14][CH:13]=[CH:12][C:11]=1[Cl:17].BrC1N=C(NCC2C(Cl)=CC=CC=2Cl)C(N)=NC=1.CC1(C)C(C)(C)OB(C2C=CC(C=O)=CC=2)O1, predict the reaction product. The product is: [NH2:1][C:2]1[N:3]=[CH:4][C:5]([C:18]2[CH:19]=[CH:20][C:21]([CH:22]=[O:23])=[CH:25][CH:26]=2)=[N:6][C:7]=1[NH:8][CH2:9][C:10]1[C:15]([Cl:16])=[CH:14][CH:13]=[CH:12][C:11]=1[Cl:17].